This data is from Forward reaction prediction with 1.9M reactions from USPTO patents (1976-2016). The task is: Predict the product of the given reaction. (1) Given the reactants [NH2:1][C:2]1[C:7]([NH:8][CH2:9][C:10](OCC)=[O:11])=[CH:6][CH:5]=[C:4]([O:15][CH3:16])[N:3]=1.CC(C)([O-])C.[K+].[NH4+].[Cl-], predict the reaction product. The product is: [CH3:16][O:15][C:4]1[CH:5]=[CH:6][C:7]2[NH:8][CH2:9][C:10](=[O:11])[NH:1][C:2]=2[N:3]=1. (2) The product is: [Br:1][C:2]1[N:3]=[C:4]([NH:8][N:9]=[C:11]2[CH2:18][CH:17]3[N:19]([C:20]([O:22][C:23]([CH3:26])([CH3:25])[CH3:24])=[O:21])[CH:13]([CH2:14][CH2:15][CH2:16]3)[CH2:12]2)[CH:5]=[CH:6][CH:7]=1. Given the reactants [Br:1][C:2]1[CH:7]=[CH:6][CH:5]=[C:4]([NH:8][NH2:9])[N:3]=1.O=[C:11]1[CH2:18][CH:17]2[N:19]([C:20]([O:22][C:23]([CH3:26])([CH3:25])[CH3:24])=[O:21])[CH:13]([CH2:14][CH2:15][CH2:16]2)[CH2:12]1, predict the reaction product. (3) Given the reactants CC1C=CC(S(O[C:12]2[C:13]3[CH2:23][CH2:22][CH2:21][CH2:20][C:19]([CH3:25])([CH3:24])[C:14]=3[N:15]=[C:16]([NH2:18])[N:17]=2)(=O)=O)=CC=1.C(O[C:31](=O)[N:32](C)[C@@H:33]1[CH2:37][CH2:36][NH:35][CH2:34]1)(C)(C)C.N1C[CH2:43][C@@H:42](NC(=O)OC(C)(C)C)[CH2:41]1, predict the reaction product. The product is: [CH3:31][NH:32][C@@H:33]1[CH2:37][CH2:36][N:35]([C:14]2[C:13]3[CH2:23][CH2:22][CH2:21][CH:20]([C:19]4[CH:24]=[CH:43][CH:42]=[CH:41][CH:25]=4)[C:12]=3[N:17]=[C:16]([NH2:18])[N:15]=2)[CH2:34]1. (4) Given the reactants [C:1]12([C:11]3[N:12]=[C:13]4[N:17]([CH:18]=3)[C:16](OS(C(F)(F)F)(=O)=O)=[CH:15][S:14]4)[CH2:10][CH:5]3[CH2:6][CH:7]([CH2:9][CH:3]([CH2:4]3)[CH2:2]1)[CH2:8]2.CC1(C)C(C)(C)OB([C:35]2[CH:40]=[CH:39][CH:38]=[CH:37][C:36]=2[NH2:41])O1, predict the reaction product. The product is: [C:1]12([C:11]3[N:12]=[C:13]4[N:17]([CH:18]=3)[C:16]([C:35]3[CH:40]=[CH:39][CH:38]=[CH:37][C:36]=3[NH2:41])=[CH:15][S:14]4)[CH2:10][CH:5]3[CH2:6][CH:7]([CH2:9][CH:3]([CH2:4]3)[CH2:2]1)[CH2:8]2. (5) Given the reactants Cl.[F:2][C:3]1([F:9])[CH2:8][CH2:7][NH:6][CH2:5][CH2:4]1.[CH2:10]([O:12][C:13]([C:15]1[S:16][CH:17]=[C:18]([C:20](O)=[O:21])[N:19]=1)=[O:14])[CH3:11].FC1CCN(C(C2N=C(C(NNC(=O)CC(C)(C)C(OC)=O)=O)SC=2)=O)CC1.C(P1(=O)OP(=O)(CCC)OP(=O)(CCC)O1)CC.CCN(C(C)C)C(C)C.C(=O)([O-])[O-].[Na+].[Na+], predict the reaction product. The product is: [F:2][C:3]1([F:9])[CH2:8][CH2:7][N:6]([C:20]([C:18]2[N:19]=[C:15]([C:13]([O:12][CH2:10][CH3:11])=[O:14])[S:16][CH:17]=2)=[O:21])[CH2:5][CH2:4]1.